This data is from Full USPTO retrosynthesis dataset with 1.9M reactions from patents (1976-2016). The task is: Predict the reactants needed to synthesize the given product. (1) Given the product [CH2:1]([O:3][C:4]([C:6]1[CH:7]=[N:8][C:9]2[C:14]([C:15]=1[NH:26][CH2:25][C:24]1[CH:27]=[CH:28][C:21]([Cl:20])=[CH:22][CH:23]=1)=[CH:13][CH:12]=[CH:11][C:10]=2[NH2:17])=[O:5])[CH3:2], predict the reactants needed to synthesize it. The reactants are: [CH2:1]([O:3][C:4]([C:6]1[CH:7]=[N:8][C:9]2[C:14]([C:15]=1Cl)=[CH:13][CH:12]=[CH:11][C:10]=2[N+:17]([O-])=O)=[O:5])[CH3:2].[Cl:20][C:21]1[CH:28]=[CH:27][C:24]([CH2:25][NH2:26])=[CH:23][CH:22]=1. (2) Given the product [C:57]([C:60]1[CH:65]=[CH:64][C:63]([NH:66][C:67]([N:45]2[CH2:46][CH2:47][N:42]([C:36]3[C:35]4[C:40](=[CH:41][C:32]([Cl:31])=[CH:33][CH:34]=4)[N:39]=[CH:38][CH:37]=3)[CH2:43][CH2:44]2)=[O:68])=[CH:62][CH:61]=1)(=[O:59])[CH3:58], predict the reactants needed to synthesize it. The reactants are: ClC1C=C2C(C(N3CCN(C(NC4C=CC(C(F)(F)F)=CC=4)=O)CC3)=CC=N2)=CC=1.[Cl:31][C:32]1[CH:41]=[C:40]2[C:35]([C:36]([N:42]3[CH2:47][CH2:46][NH:45][CH2:44][CH2:43]3)=[CH:37][CH:38]=[N:39]2)=[CH:34][CH:33]=1.C(N(C(C)C)CC)(C)C.[C:57]([C:60]1[CH:65]=[CH:64][C:63]([N:66]=[C:67]=[O:68])=[CH:62][CH:61]=1)(=[O:59])[CH3:58].